From a dataset of Full USPTO retrosynthesis dataset with 1.9M reactions from patents (1976-2016). Predict the reactants needed to synthesize the given product. (1) Given the product [Cl:1][C:2]1[N:7]=[C:6]([C:8]2[C:9]([C:18]3[CH:19]=[C:20]([NH2:24])[CH:21]=[CH:22][CH:23]=3)=[N:10][N:11]3[CH:16]=[C:15]([CH3:17])[CH:14]=[CH:13][C:12]=23)[CH:5]=[CH:4][N:3]=1, predict the reactants needed to synthesize it. The reactants are: [Cl:1][C:2]1[N:7]=[C:6]([C:8]2[C:9]([C:18]3[CH:19]=[C:20]([NH:24]C(=O)C(F)(F)F)[CH:21]=[CH:22][CH:23]=3)=[N:10][N:11]3[CH:16]=[C:15]([CH3:17])[CH:14]=[CH:13][C:12]=23)[CH:5]=[CH:4][N:3]=1.[Li+].[OH-].O. (2) Given the product [C:30]1([C:8]2[CH:7]=[C:6]([CH:3]3[CH2:2][NH:1][CH:38]([NH:39][S:40]([CH3:43])(=[O:42])=[O:41])[NH:5][CH2:4]3)[CH:11]=[CH:10][C:9]=2[NH:12][C:13]([C:15]2[N:16]([CH2:22][O:23][CH2:24][CH2:25][Si:26]([CH3:29])([CH3:27])[CH3:28])[CH:17]=[C:18]([C:20]#[N:21])[N:19]=2)=[O:14])[CH2:35][CH2:34][CH2:33][CH2:32][CH:31]=1, predict the reactants needed to synthesize it. The reactants are: [NH2:1][CH2:2][CH:3]([C:6]1[CH:11]=[CH:10][C:9]([NH:12][C:13]([C:15]2[N:16]([CH2:22][O:23][CH2:24][CH2:25][Si:26]([CH3:29])([CH3:28])[CH3:27])[CH:17]=[C:18]([C:20]#[N:21])[N:19]=2)=[O:14])=[C:8]([C:30]2[CH2:35][CH2:34][CH2:33][CH2:32][CH:31]=2)[CH:7]=1)[CH2:4][NH2:5].CS[C:38](SC)=[N:39][S:40]([CH3:43])(=[O:42])=[O:41]. (3) Given the product [F:8][C:5]1[CH:6]=[C:7]([I:13])[C:2]([NH2:1])=[N:3][CH:4]=1, predict the reactants needed to synthesize it. The reactants are: [NH2:1][C:2]1[CH:7]=[CH:6][C:5]([F:8])=[CH:4][N:3]=1.CS(C)=O.[I:13]N1C(=O)CCC1=O.C(=O)([O-])O.[Na+]. (4) Given the product [Cl:1][O:14][N:13]=[CH:12][C:11]1[C:10]([Cl:9])=[CH:18][CH:17]=[CH:16][C:15]=1[Cl:19], predict the reactants needed to synthesize it. The reactants are: [Cl:1]N1C(=O)CCC1=O.[Cl:9][C:10]1[CH:18]=[CH:17][CH:16]=[C:15]([Cl:19])[C:11]=1[CH:12]=[N:13][OH:14].